This data is from NCI-60 drug combinations with 297,098 pairs across 59 cell lines. The task is: Regression. Given two drug SMILES strings and cell line genomic features, predict the synergy score measuring deviation from expected non-interaction effect. (1) Drug 1: CCN(CC)CCNC(=O)C1=C(NC(=C1C)C=C2C3=C(C=CC(=C3)F)NC2=O)C. Drug 2: C(CCl)NC(=O)N(CCCl)N=O. Cell line: HOP-92. Synergy scores: CSS=5.61, Synergy_ZIP=-1.01, Synergy_Bliss=2.49, Synergy_Loewe=-0.906, Synergy_HSA=-0.603. (2) Drug 1: C1=NC2=C(N1)C(=S)N=CN2. Drug 2: CC1=C(C=C(C=C1)C(=O)NC2=CC(=CC(=C2)C(F)(F)F)N3C=C(N=C3)C)NC4=NC=CC(=N4)C5=CN=CC=C5. Cell line: MALME-3M. Synergy scores: CSS=-0.418, Synergy_ZIP=-0.00902, Synergy_Bliss=-0.164, Synergy_Loewe=-0.753, Synergy_HSA=-0.709.